From a dataset of Full USPTO retrosynthesis dataset with 1.9M reactions from patents (1976-2016). Predict the reactants needed to synthesize the given product. (1) Given the product [O:11]1[CH2:10][CH2:9][N:8]([CH:7]([C:1]2[CH:2]=[CH:3][CH:4]=[CH:5][CH:6]=2)[CH:14]2[CH2:19][CH2:18][N:17]([C:28](=[O:29])[CH2:27][CH:26]([C:20]3[CH:25]=[CH:24][CH:23]=[CH:22][CH:21]=3)[C:31]3[CH:36]=[CH:35][CH:34]=[CH:33][CH:32]=3)[CH2:16][CH2:15]2)[CH2:13][CH2:12]1, predict the reactants needed to synthesize it. The reactants are: [C:1]1([CH:7]([CH:14]2[CH2:19][CH2:18][NH:17][CH2:16][CH2:15]2)[N:8]2[CH2:13][CH2:12][O:11][CH2:10][CH2:9]2)[CH:6]=[CH:5][CH:4]=[CH:3][CH:2]=1.[C:20]1([CH:26]([C:31]2[CH:36]=[CH:35][CH:34]=[CH:33][CH:32]=2)[CH2:27][C:28](O)=[O:29])[CH:25]=[CH:24][CH:23]=[CH:22][CH:21]=1.CCN=C=NCCCN(C)C.Cl. (2) Given the product [F:1][C:2]([F:15])([F:14])[C:3]1[C:8]2[C:9]([CH2:12][NH:19][S:16]([NH2:20])(=[O:18])=[O:17])=[CH:10][S:11][C:7]=2[CH:6]=[CH:5][CH:4]=1, predict the reactants needed to synthesize it. The reactants are: [F:1][C:2]([F:15])([F:14])[C:3]1[C:8]2[C:9]([CH:12]=O)=[CH:10][S:11][C:7]=2[CH:6]=[CH:5][CH:4]=1.[S:16]([NH2:20])([NH2:19])(=[O:18])=[O:17].[BH4-].[Na+].O.